Dataset: Reaction yield outcomes from USPTO patents with 853,638 reactions. Task: Predict the reaction yield, written as a fraction of the theoretical maximum amount of product (1.0 means a 100% yield; for example, 0.34 means a 34% yield). (1) The reactants are [NH:1]1[CH2:8][CH2:7][CH2:6][C@@H:2]1[C:3]([OH:5])=[O:4].[C:9](Cl)(=[O:13])[C:10]([CH3:12])=[CH2:11]. The catalyst is [OH-].[Na+].CC(C)=O. The product is [C:9]([N:1]1[CH2:8][CH2:7][CH2:6][C@@H:2]1[C:3]([OH:5])=[O:4])(=[O:13])[C:10]([CH3:12])=[CH2:11]. The yield is 0.680. (2) The reactants are [NH2:1][C:2]1[N:7]=[CH:6][N:5]=[C:4]2[N:8]([CH:12]([C:14]3[O:15][C:16]4[C:21]([C:22](=[O:31])[C:23]=3[C:24]3[CH:29]=[CH:28][CH:27]=[C:26]([F:30])[CH:25]=3)=[CH:20][CH:19]=[CH:18][CH:17]=4)[CH3:13])[N:9]=[C:10](I)[C:3]=12.[NH2:32][C:33]1[N:38]=[CH:37][C:36](B(O)O)=[CH:35][N:34]=1.C(=O)([O-])[O-].[Na+].[Na+].ClCCl. The catalyst is CN(C=O)C.C(O)C.O. The product is [NH2:1][C:2]1[N:7]=[CH:6][N:5]=[C:4]2[N:8]([CH:12]([C:14]3[O:15][C:16]4[C:21]([C:22](=[O:31])[C:23]=3[C:24]3[CH:29]=[CH:28][CH:27]=[C:26]([F:30])[CH:25]=3)=[CH:20][CH:19]=[CH:18][CH:17]=4)[CH3:13])[N:9]=[C:10]([C:36]3[CH:35]=[N:34][C:33]([NH2:32])=[N:38][CH:37]=3)[C:3]=12. The yield is 0.140.